Dataset: Forward reaction prediction with 1.9M reactions from USPTO patents (1976-2016). Task: Predict the product of the given reaction. (1) Given the reactants [NH:1]([C:3]1[N:8]=[CH:7][N:6]=[C:5]([OH:9])[CH:4]=1)[NH2:2].N(C1NC=NC(=O)C=1)N.[C:19]1(=O)[CH2:23][CH2:22][CH2:21][CH2:20]1, predict the reaction product. The product is: [C:19]1(=[N:2][NH:1][C:3]2[N:8]=[CH:7][N:6]=[C:5]([OH:9])[CH:4]=2)[CH2:23][CH2:22][CH2:21][CH2:20]1. (2) The product is: [F:1][C:2]1([F:13])[CH2:5][CH:4]([C:6](/[C:7](=[CH:25]/[N:26]([CH3:28])[CH3:27])/[C:8]([O:10][CH3:11])=[O:9])=[O:12])[CH2:3]1. Given the reactants [F:1][C:2]1([F:13])[CH2:5][CH:4]([C:6](=[O:12])[CH2:7][C:8]([O:10][CH3:11])=[O:9])[CH2:3]1.C1(C(C(=[CH:25][N:26]([CH3:28])[CH3:27])C(OCC)=O)=O)CC1, predict the reaction product. (3) Given the reactants [Cl:1][C:2]1[CH:10]=[CH:9][C:5]([C:6](Cl)=[O:7])=[CH:4][C:3]=1[N+:11]([O-:13])=[O:12].[NH2:14][C:15]1[CH:20]=[CH:19][C:18]([Br:21])=[CH:17][N:16]=1.Cl, predict the reaction product. The product is: [Br:21][C:18]1[CH:19]=[CH:20][C:15]([NH:14][C:6](=[O:7])[C:5]2[CH:9]=[CH:10][C:2]([Cl:1])=[C:3]([N+:11]([O-:13])=[O:12])[CH:4]=2)=[N:16][CH:17]=1. (4) The product is: [C:1]([O:4][C@H:5]([CH3:20])[CH2:6][CH2:7][CH2:8][CH2:9][N:10]1[C:15](=[O:16])[C:14]2[C:24](=[O:25])[CH:23]=[C:22]([CH3:21])[NH:17][C:13]=2[N:12]([CH3:18])[C:11]1=[O:19])(=[O:3])[CH3:2]. Given the reactants [C:1]([O:4][C@H:5]([CH3:20])[CH2:6][CH2:7][CH2:8][CH2:9][N:10]1[C:15](=[O:16])[CH:14]=[C:13]([NH2:17])[N:12]([CH3:18])[C:11]1=[O:19])(=[O:3])[CH3:2].[CH2:21]=[C:22]1O[C:24](=[O:25])[CH2:23]1.C1(C=CC(O)=CC=1)O, predict the reaction product.